Dataset: Full USPTO retrosynthesis dataset with 1.9M reactions from patents (1976-2016). Task: Predict the reactants needed to synthesize the given product. (1) Given the product [NH2:14][C:13]1[N:9]([C:5]2[CH:4]=[C:3]([CH:8]=[CH:7][CH:6]=2)[C:1]#[N:2])[C:10](=[S:11])[NH:12][C:16](=[O:17])[CH:15]=1, predict the reactants needed to synthesize it. The reactants are: [C:1]([C:3]1[CH:4]=[C:5]([NH:9][C:10]([NH2:12])=[S:11])[CH:6]=[CH:7][CH:8]=1)#[N:2].[C:13]([CH2:15][C:16](OCC)=[O:17])#[N:14].[O-]CC.[Na+].S(=O)(=O)(O)O. (2) The reactants are: [NH:1](C(OC(C)(C)C)=O)[C@H:2]([C:11]([NH:13][C@@H:14]([C:24]([OH:26])=[O:25])[CH2:15][O:16][CH2:17][C:18]1[CH:23]=[CH:22][CH:21]=[CH:20][CH:19]=1)=[O:12])[CH2:3][C:4](=[O:10])[O:5]C(C)(C)C. Given the product [NH2:1][C@H:2]([C:11]([NH:13][C@@H:14]([C:24]([OH:26])=[O:25])[CH2:15][O:16][CH2:17][C:18]1[CH:19]=[CH:20][CH:21]=[CH:22][CH:23]=1)=[O:12])[CH2:3][C:4](=[O:5])[OH:10], predict the reactants needed to synthesize it. (3) Given the product [F:1][C:2]1[CH:3]=[C:4]([C:9]2[C:13]([C:14]3[N:15]=[CH:16][N:17]([C:21]4[N:26]=[CH:25][CH:24]=[CH:23][N:22]=4)[CH:18]=3)=[C:12]([CH3:19])[O:11][N:10]=2)[CH:5]=[CH:6][C:7]=1[F:8], predict the reactants needed to synthesize it. The reactants are: [F:1][C:2]1[CH:3]=[C:4]([C:9]2[C:13]([C:14]3[N:15]=[CH:16][NH:17][CH:18]=3)=[C:12]([CH3:19])[O:11][N:10]=2)[CH:5]=[CH:6][C:7]=1[F:8].Cl[C:21]1[N:26]=[CH:25][CH:24]=[CH:23][N:22]=1. (4) Given the product [CH3:44][C:45]1([CH3:53])[O:49][C@@H:48]([CH2:50][CH2:51][NH:52][C:40]([CH:16]2[CH:15]([C:11]3[CH:12]=[CH:13][CH:14]=[C:9]([Cl:8])[C:10]=3[F:43])[C:19]([C:22]3[CH:27]=[CH:26][C:25]([Cl:28])=[CH:24][C:23]=3[F:29])([C:20]#[N:21])[CH:18]([CH2:30][C:31]([C:34]3[CH2:86][CH2:84][N:80]([CH2:81][C:83]4[CH:67]=[CH:66][CH:65]=[CH:64][CH:63]=4)[CH2:79][CH:39]=3)([CH3:32])[CH3:33])[NH:17]2)=[O:42])[CH2:47][O:46]1, predict the reactants needed to synthesize it. The reactants are: FC(F)(F)C(O)=O.[Cl:8][C:9]1[C:10]([F:43])=[C:11]([CH:15]2[C:19]([C:22]3[CH:27]=[CH:26][C:25]([Cl:28])=[CH:24][C:23]=3[F:29])([C:20]#[N:21])[CH:18]([CH2:30][C:31]([CH:34]3[CH2:39]C=CCO3)([CH3:33])[CH3:32])[NH:17][CH:16]2[C:40]([OH:42])=O)[CH:12]=[CH:13][CH:14]=1.[CH3:44][C:45]1([CH3:53])[O:49][C@@H:48]([CH2:50][CH2:51][NH2:52])[CH2:47][O:46]1.CN(C(ON1N=N[C:64]2[CH:65]=[CH:66][CH:67]=N[C:63]1=2)=[N+](C)C)C.F[P-](F)(F)(F)(F)F.C[CH2:79][N:80]([CH:84]([CH3:86])C)[CH:81]([CH3:83])C.